This data is from Forward reaction prediction with 1.9M reactions from USPTO patents (1976-2016). The task is: Predict the product of the given reaction. (1) The product is: [N:23]1([C:19]2[CH:18]=[N:17][C:16]3[C:21]([N:20]=2)=[CH:22][C:13]([O:12][C:11]2[CH:36]=[CH:37][C:8]([NH2:7])=[CH:9][CH:10]=2)=[CH:14][CH:15]=3)[CH2:28][CH2:27][NH:26][CH2:25][CH2:24]1. Given the reactants C([NH:7][C:8]1[CH:37]=[CH:36][C:11]([O:12][C:13]2[CH:22]=[C:21]3[C:16]([N:17]=[CH:18][C:19]([N:23]4[CH2:28][CH2:27][N:26](C(OC(C)(C)C)=O)[CH2:25][CH2:24]4)=[N:20]3)=[CH:15][CH:14]=2)=[CH:10][CH:9]=1)(=O)C(C)(C)C.Cl.[OH-].[Na+], predict the reaction product. (2) Given the reactants [CH3:1][C:2]1[S:6][C:5]([C:7](=[O:9])[CH3:8])=[N:4][CH:3]=1.[C:10](OCC)(=[O:16])[C:11]([O:13][CH2:14][CH3:15])=[O:12], predict the reaction product. The product is: [CH2:14]([O:13][C:11](=[O:12])[C:10]([OH:16])=[CH:8][C:7]([C:5]1[S:6][C:2]([CH3:1])=[CH:3][N:4]=1)=[O:9])[CH3:15]. (3) Given the reactants [H-].[Na+].Cl[CH2:4][CH2:5][S:6](Cl)(=[O:8])=[O:7].[C:10]1([CH:16]2[CH2:21][CH2:20][CH:19]([C:22]3[C:23]([NH2:28])=[N:24][CH:25]=[CH:26][CH:27]=3)[CH2:18][CH2:17]2)[CH:15]=[CH:14][CH:13]=[CH:12][CH:11]=1, predict the reaction product. The product is: [C:10]1([CH:16]2[CH2:17][CH2:18][CH:19]([C:22]3[C:23]4=[N:28][S:6](=[O:8])(=[O:7])[CH2:5][CH2:4][N:24]4[CH:25]=[CH:26][CH:27]=3)[CH2:20][CH2:21]2)[CH:11]=[CH:12][CH:13]=[CH:14][CH:15]=1. (4) The product is: [Cl:32][C:17]1[C:16]2[C:11](=[CH:12][C:13]([CH3:20])=[CH:14][CH:15]=2)[N:10]=[C:9]([C:4]2[CH:5]=[CH:6][CH:7]=[CH:8][C:3]=2[O:2][CH3:1])[N:18]=1. Given the reactants [CH3:1][O:2][C:3]1[CH:8]=[CH:7][CH:6]=[CH:5][C:4]=1[C:9]1[NH:18][C:17](=O)[C:16]2[C:11](=[CH:12][C:13]([CH3:20])=[CH:14][CH:15]=2)[N:10]=1.C(N(C(C)C)CC)(C)C.P(Cl)(Cl)([Cl:32])=O, predict the reaction product. (5) Given the reactants CCOP(ON1N=NC2C=CC=CC=2C1=O)(OCC)=O.[C:21]([O:25][C:26]([NH:28][C@@H:29]1[C:39]2[C:34](=[N:35][CH:36]=[CH:37][CH:38]=2)[C@H:33]([CH2:40][C:41]([OH:43])=O)[CH2:32][CH2:31][C@H:30]1[C:44]1[CH:49]=[CH:48][CH:47]=[C:46]([F:50])[C:45]=1[F:51])=[O:27])([CH3:24])([CH3:23])[CH3:22].[NH:52]1[CH2:57][CH2:56][CH:55]([N:58]2[C:66]3[C:61](=[N:62][CH:63]=[CH:64][CH:65]=3)[NH:60][C:59]2=[O:67])[CH2:54][CH2:53]1.C(N(CC)CC)C, predict the reaction product. The product is: [F:51][C:45]1[C:46]([F:50])=[CH:47][CH:48]=[CH:49][C:44]=1[C@@H:30]1[CH2:31][CH2:32][C@@H:33]([CH2:40][C:41](=[O:43])[N:52]2[CH2:53][CH2:54][CH:55]([N:58]3[C:66]4[C:61](=[N:62][CH:63]=[CH:64][CH:65]=4)[NH:60][C:59]3=[O:67])[CH2:56][CH2:57]2)[C:34]2=[N:35][CH:36]=[CH:37][CH:38]=[C:39]2[C@H:29]1[NH:28][C:26](=[O:27])[O:25][C:21]([CH3:24])([CH3:23])[CH3:22]. (6) Given the reactants O1[C:5]2([CH2:10][CH2:9][C:8]([C:11]3[N:16]=[C:15]([NH:17][C:18]4[N:23]=[CH:22][C:21]5[N:24]=[C:25]([CH2:30][O:31]C6CCCCO6)[N:26]([CH:27]([CH3:29])[CH3:28])[C:20]=5[CH:19]=4)[CH:14]=[CH:13][N:12]=3)=[CH:7][CH2:6]2)[O:4]CC1.C(O)C.Cl, predict the reaction product. The product is: [OH:31][CH2:30][C:25]1[N:26]([CH:27]([CH3:29])[CH3:28])[C:20]2[CH:19]=[C:18]([NH:17][C:15]3[CH:14]=[CH:13][N:12]=[C:11]([C:8]4[CH2:9][CH2:10][C:5](=[O:4])[CH2:6][CH:7]=4)[N:16]=3)[N:23]=[CH:22][C:21]=2[N:24]=1.